Dataset: Catalyst prediction with 721,799 reactions and 888 catalyst types from USPTO. Task: Predict which catalyst facilitates the given reaction. Reactant: C(OC(=O)[NH:7][C:8]1[CH:13]=[CH:12][C:11]([Cl:14])=[C:10]([O:15][CH2:16][C:17](=O)[CH3:18])[CH:9]=1)(C)(C)C.Cl.[CH3:22][NH:23][CH3:24].C([BH3-])#N.[Na+]. Product: [Cl:14][C:11]1[CH:12]=[CH:13][C:8]([NH2:7])=[CH:9][C:10]=1[O:15][CH2:16][CH:17]([N:23]([CH3:24])[CH3:22])[CH3:18]. The catalyst class is: 5.